Dataset: Full USPTO retrosynthesis dataset with 1.9M reactions from patents (1976-2016). Task: Predict the reactants needed to synthesize the given product. (1) Given the product [OH:16][C@:17]([C:22]1[CH:27]=[CH:26][CH:25]=[CH:24][CH:23]=1)([CH3:21])[C:18]([NH:15][C:13]1[CH:12]=[CH:11][C:9]2[NH:10][C:6]([C:4]3[N:3]=[CH:2][S:1][CH:5]=3)=[N:7][C:8]=2[CH:14]=1)=[O:19].[C:22]1([C@H:17]([CH3:21])[C:18]([NH:15][C:13]2[CH:12]=[CH:11][C:9]3[NH:10][C:6]([C:4]4[N:3]=[CH:2][S:1][CH:5]=4)=[N:7][C:8]=3[CH:14]=2)=[O:20])[CH:27]=[CH:26][CH:25]=[CH:24][CH:23]=1, predict the reactants needed to synthesize it. The reactants are: [S:1]1[CH:5]=[C:4]([C:6]2[NH:7][C:8]3[CH:14]=[C:13]([NH2:15])[CH:12]=[CH:11][C:9]=3[N:10]=2)[N:3]=[CH:2]1.[OH:16][C@:17]([C:22]1[CH:27]=[CH:26][CH:25]=[CH:24][CH:23]=1)([CH3:21])[C:18]([OH:20])=[O:19].C(N(C(C)C)CC)(C)C.F[P-](F)(F)(F)(F)F.N1(O[P+](N2CCCC2)(N2CCCC2)N2CCCC2)C2C=CC=CC=2N=N1. (2) The reactants are: [F:1][C:2]1[CH:7]=[C:6]([N:8]2[C:12]([C:13]3[CH:18]=[CH:17][C:16](Br)=[C:15]([C:20]([F:23])([F:22])[F:21])[CH:14]=3)=[CH:11][C:10]([C:24]([F:27])([F:26])[F:25])=[N:9]2)[CH:5]=[CH:4][C:3]=1[S:28]([NH2:31])(=[O:30])=[O:29].C([Sn](CCCC)(CCCC)[C:37]1[N:38]=[CH:39][S:40][CH:41]=1)CCC.[Cl-].[Li+]. Given the product [F:1][C:2]1[CH:7]=[C:6]([N:8]2[C:12]([C:13]3[CH:18]=[CH:17][C:16]([C:37]4[N:38]=[CH:39][S:40][CH:41]=4)=[C:15]([C:20]([F:23])([F:22])[F:21])[CH:14]=3)=[CH:11][C:10]([C:24]([F:27])([F:26])[F:25])=[N:9]2)[CH:5]=[CH:4][C:3]=1[S:28]([NH2:31])(=[O:30])=[O:29], predict the reactants needed to synthesize it. (3) Given the product [CH2:3]([O:4][C:7]1[C:12]([N+:13]([O-:15])=[O:14])=[CH:11][CH:10]=[CH:9][N:8]=1)[CH3:2], predict the reactants needed to synthesize it. The reactants are: [Na].[CH3:2][CH2:3][O-:4].[Na+].Cl[C:7]1[C:12]([N+:13]([O-:15])=[O:14])=[CH:11][CH:10]=[CH:9][N:8]=1. (4) Given the product [NH2:15][C@H:5]1[CH2:4][C@@H:3]([C:23]2[CH:28]=[CH:27][CH:26]=[CH:25][CH:24]=2)[C@@H:2]([CH3:1])[N:7]([CH2:8][CH2:9][C:10]([F:11])([F:12])[F:13])[C:6]1=[O:14], predict the reactants needed to synthesize it. The reactants are: [CH3:1][C@H:2]1[N:7]([CH2:8][CH2:9][C:10]([F:13])([F:12])[F:11])[C:6](=[O:14])[C@@H:5]([NH:15]C(=O)OC(C)(C)C)[CH2:4][C@H:3]1[C:23]1[CH:28]=[CH:27][CH:26]=[CH:25][CH:24]=1. (5) The reactants are: [Br:1][C:2]1[CH:7]=[CH:6][C:5]([C:8]2[O:12][N:11]=[C:10]([CH3:13])[C:9]=2[NH2:14])=[CH:4][CH:3]=1.[CH:15](=O)[CH2:16][CH2:17][C:18]1[CH:23]=[CH:22][CH:21]=[CH:20][CH:19]=1.C([BH3-])#N.[Na+]. Given the product [Br:1][C:2]1[CH:3]=[CH:4][C:5]([C:8]2[O:12][N:11]=[C:10]([CH3:13])[C:9]=2[NH:14][CH2:15][CH2:16][CH2:17][C:18]2[CH:23]=[CH:22][CH:21]=[CH:20][CH:19]=2)=[CH:6][CH:7]=1, predict the reactants needed to synthesize it.